Dataset: Reaction yield outcomes from USPTO patents with 853,638 reactions. Task: Predict the reaction yield, written as a fraction of the theoretical maximum amount of product (1.0 means a 100% yield; for example, 0.34 means a 34% yield). (1) The reactants are [CH:1]1([NH2:9])[CH2:8][CH2:7][CH2:6][CH2:5][CH2:4][CH2:3][CH2:2]1.[F:10][C:11]([F:24])([F:23])[C:12](=O)[CH2:13][C:14]([C:16]1[CH:21]=[CH:20][CH:19]=[CH:18][CH:17]=1)=O.CCN=C=[N:29][CH2:30][CH2:31][CH2:32][N:33](C)C.C1C=CC2N(O)N=[N:42]C=2C=1.CN([CH:49]=[O:50])C. The catalyst is CN(C1C=CN=CC=1)C.C(Cl)Cl.C([O-])(O)=O.[Na+]. The product is [CH:1]1([NH:9][C:49]([C:31]2[CH:30]=[N:29][N:42]3[CH:12]([C:11]([F:24])([F:23])[F:10])[CH2:13][CH:14]([C:16]4[CH:21]=[CH:20][CH:19]=[CH:18][CH:17]=4)[NH:33][C:32]=23)=[O:50])[CH2:8][CH2:7][CH2:6][CH2:5][CH2:4][CH2:3][CH2:2]1. The yield is 0.960. (2) The reactants are I[C:2]1[C:7]([O:8][CH3:9])=[CH:6][C:5]([C@@H:10]([O:15][CH2:16][C:17]2[C:18](=[O:32])[NH:19][C:20](=[O:31])[N:21]([CH:30]=2)[C@@H:22]2[O:29][C@H:26]([CH2:27][OH:28])[C@@H:24]([OH:25])[CH2:23]2)[C:11]([CH3:14])([CH3:13])[CH3:12])=[C:4]([N+:33]([O-:35])=[O:34])[CH:3]=1.[CH2:36]([N-:39][C:40](=[O:45])[C:41]([F:44])([F:43])[F:42])[C:37]#[CH:38].CCN(CC)CC. The catalyst is CN(C=O)C.[Pd].C1(P(C2C=CC=CC=2)C2C=CC=CC=2)C=CC=CC=1.C1(P(C2C=CC=CC=2)C2C=CC=CC=2)C=CC=CC=1.C1(P(C2C=CC=CC=2)C2C=CC=CC=2)C=CC=CC=1.C1(P(C2C=CC=CC=2)C2C=CC=CC=2)C=CC=CC=1.[Cu]I. The product is [CH3:9][O:8][C:7]1[C:2]([C:38]#[C:37][CH2:36][NH:39][C:40](=[O:45])[C:41]([F:44])([F:43])[F:42])=[CH:3][C:4]([N+:33]([O-:35])=[O:34])=[C:5]([C@@H:10]([O:15][CH2:16][C:17]2[C:18](=[O:32])[NH:19][C:20](=[O:31])[N:21]([CH:30]=2)[C@@H:22]2[O:29][C@H:26]([CH2:27][OH:28])[C@@H:24]([OH:25])[CH2:23]2)[C:11]([CH3:14])([CH3:12])[CH3:13])[CH:6]=1. The yield is 0.900. (3) The yield is 0.680. The product is [C:35]([C:32]([C:28]1[CH:27]=[C:26]([CH:31]=[CH:30][CH:29]=1)[C:25]([NH:24][C:20]1[CH:21]=[CH:22][CH:23]=[C:18]([O:17][C:3]2[CH:4]=[CH:5][C:6]3[N:7]=[C:8]([NH:11][C:12]([CH:14]4[CH2:16][CH2:15]4)=[O:13])[S:9][C:10]=3[C:2]=2[N:41]([CH3:40])[CH3:38])[CH:19]=1)=[O:37])([CH3:34])[CH3:33])#[N:36]. The catalyst is C(O)(=O)C.C(OCC)(=O)C. The reactants are N[C:2]1[C:10]2[S:9][C:8]([NH:11][C:12]([CH:14]3[CH2:16][CH2:15]3)=[O:13])=[N:7][C:6]=2[CH:5]=[CH:4][C:3]=1[O:17][C:18]1[CH:19]=[C:20]([NH:24][C:25](=[O:37])[C:26]2[CH:31]=[CH:30][CH:29]=[C:28]([C:32]([C:35]#[N:36])([CH3:34])[CH3:33])[CH:27]=2)[CH:21]=[CH:22][CH:23]=1.[CH2:38]=O.[C:40]([BH3-])#[N:41].[Na+]. (4) The reactants are [CH3:1][O:2][C:3]1[CH:12]=[C:11]2[C:6]([CH2:7][CH2:8][C:9](=O)[CH2:10]2)=[CH:5][CH:4]=1.[N+](C1C=CC=CC=1S([N:26]([CH2:36][C:37]1[CH:42]=[CH:41][CH:40]=[CH:39][N:38]=1)[CH2:27][C:28]1[CH:33]=[CH:32][C:31]([CH2:34][NH2:35])=[CH:30][CH:29]=1)(=O)=O)([O-])=O.[BH3-][C:44]#[N:45].[Na+].C(OC)(OC)OC. The catalyst is CO.C(O)(=O)C. The product is [N:38]1[CH:39]=[CH:40][CH:41]=[CH:42][C:37]=1[CH2:36][NH:26][CH2:27][C:28]1[CH:29]=[CH:30][C:31]([CH2:34][N:35]([CH2:28][C:27]2[NH:26][CH:36]=[CH:44][N:45]=2)[CH:9]2[CH2:8][CH2:7][C:6]3[C:11](=[CH:12][C:3]([O:2][CH3:1])=[CH:4][CH:5]=3)[CH2:10]2)=[CH:32][CH:33]=1. The yield is 0.750. (5) The reactants are [C:9](O[C:9]([O:11][C:12]([CH3:15])([CH3:14])[CH3:13])=[O:10])([O:11][C:12]([CH3:15])([CH3:14])[CH3:13])=[O:10].[C:16](=[O:19])([O-])[O-].[Na+].[Na+].[Cl-].[NH4+:23].O1[CH2:28][CH2:27][CH2:26][CH2:25]1. The catalyst is O. The product is [C:12]([O:11][C:9]([C:16]([NH2:23])([OH:19])[C@@H:27]([CH3:28])[C:26]#[CH:25])=[O:10])([CH3:13])([CH3:14])[CH3:15]. The yield is 0.530. (6) No catalyst specified. The product is [Br:1][C:2]1[CH:3]=[CH:4][C:5]([O:16][CH2:17][C:18]2[CH:23]=[CH:22][CH:21]=[CH:20][C:19]=2[O:24][CH3:25])=[C:6]([C:8]2[N:13]=[C:12]([NH2:14])[N:11]=[C:10]([NH:33][C:30]3[CH:31]=[CH:32][C:27]([Cl:26])=[CH:28][CH:29]=3)[CH:9]=2)[CH:7]=1. The reactants are [Br:1][C:2]1[CH:3]=[CH:4][C:5]([O:16][CH2:17][C:18]2[CH:23]=[CH:22][CH:21]=[CH:20][C:19]=2[O:24][CH3:25])=[C:6]([C:8]2(Cl)[NH:13][C:12]([NH2:14])=[N:11][CH:10]=[CH:9]2)[CH:7]=1.[Cl:26][C:27]1[CH:32]=[CH:31][C:30]([NH2:33])=[CH:29][CH:28]=1. The yield is 0.570. (7) The reactants are [CH3:1][O:2][C:3]1[CH:8]=[C:7]([O:9][CH3:10])[N:6]=[C:5]([CH2:11][C:12](=O)[CH3:13])[N:4]=1.Cl.[CH2:16]([C:18]1[CH:23]=[CH:22][CH:21]=[CH:20][C:19]=1[NH:24]N)[CH3:17]. The catalyst is [Cl-].[Zn+2].[Cl-].C1(C)C=CC=CC=1. The product is [CH3:1][O:2][C:3]1[CH:8]=[C:7]([O:9][CH3:10])[N:6]=[C:5]([C:11]2[C:20]3[C:19](=[C:18]([CH2:16][CH3:17])[CH:23]=[CH:22][CH:21]=3)[NH:24][C:12]=2[CH3:13])[N:4]=1. The yield is 0.803.